From a dataset of Full USPTO retrosynthesis dataset with 1.9M reactions from patents (1976-2016). Predict the reactants needed to synthesize the given product. (1) Given the product [F:1][C:2]1[CH:7]=[CH:6][C:5]([CH2:8][OH:9])=[C:4]([CH2:10][CH2:11][C:12]2[CH:13]=[CH:14][C:15]([F:18])=[CH:16][CH:17]=2)[CH:3]=1, predict the reactants needed to synthesize it. The reactants are: [F:1][C:2]1[CH:7]=[CH:6][C:5]([CH2:8][OH:9])=[C:4](/[CH:10]=[CH:11]/[C:12]2[CH:17]=[CH:16][C:15]([F:18])=[CH:14][CH:13]=2)[CH:3]=1. (2) Given the product [Br:15][C:16]1[CH:21]=[CH:20][C:19]([C:22]2[C:33](=[O:34])[N:32]([CH2:37][CH:38]3[CH2:43][CH2:42][N:41]([C:44]([O:46][C:47]([CH3:48])([CH3:50])[CH3:49])=[O:45])[CH2:40][CH2:39]3)[C:25]3[N:26]=[C:27]([S:30][CH3:31])[N:28]=[CH:29][C:24]=3[CH:23]=2)=[C:18]([Cl:35])[CH:17]=1, predict the reactants needed to synthesize it. The reactants are: CC(OC(/N=N/C(OC(C)C)=O)=O)C.[Br:15][C:16]1[CH:21]=[CH:20][C:19]([C:22]2[C:33](=[O:34])[NH:32][C:25]3[N:26]=[C:27]([S:30][CH3:31])[N:28]=[CH:29][C:24]=3[CH:23]=2)=[C:18]([Cl:35])[CH:17]=1.O[CH2:37][CH:38]1[CH2:43][CH2:42][N:41]([C:44]([O:46][C:47]([CH3:50])([CH3:49])[CH3:48])=[O:45])[CH2:40][CH2:39]1.C1C=CC(P(C2C=CC=CC=2)C2C=CC=CC=2)=CC=1. (3) Given the product [CH3:34][C:19]1[C:20]([C:28]2[CH:33]=[CH:32][CH:31]=[CH:30][N:29]=2)=[N:21][C:22]2[C:27]([C:18]=1[N:14]1[C:9]3[CH:8]=[C:7]([N:4]4[CH2:5][CH2:6][O:1][CH2:2][CH2:3]4)[CH:16]=[CH:15][C:10]=3[O:11][CH2:12][CH2:13]1)=[CH:26][CH:25]=[CH:24][N:23]=2, predict the reactants needed to synthesize it. The reactants are: [O:1]1[CH2:6][CH2:5][N:4]([C:7]2[CH:16]=[CH:15][C:10]3[O:11][CH2:12][CH2:13][NH:14][C:9]=3[CH:8]=2)[CH2:3][CH2:2]1.Cl[C:18]1[C:27]2[C:22](=[N:23][CH:24]=[CH:25][CH:26]=2)[N:21]=[C:20]([C:28]2[CH:33]=[CH:32][CH:31]=[CH:30][N:29]=2)[C:19]=1[CH3:34]. (4) Given the product [CH2:35]([N:34]1[C:33](=[O:42])[C:32]2[CH:43]=[CH:44][CH:45]=[CH:46][C:31]=2[O:30][C:29]2[CH:47]=[CH:48][C:26](/[CH:25]=[C:20]3/[C@@H:21]4[N:18]([C:19]/3=[O:53])[C:17]([C:15]([OH:16])=[O:14])=[CH:23][S:22]4)=[CH:27][C:28]1=2)[C:36]1[CH:37]=[CH:38][CH:39]=[CH:40][CH:41]=1, predict the reactants needed to synthesize it. The reactants are: P([O-])([O-])([O-])=O.[N+](C1C=CC(C[O:14][C:15]([C:17]2[N:18]3[CH:21]([S:22][CH:23]=2)[C:20]([CH:25](OC(=O)C)[C:26]2[CH:48]=[CH:47][C:29]4[O:30][C:31]5[CH:46]=[CH:45][CH:44]=[CH:43][C:32]=5[C:33](=[O:42])[N:34]([CH2:35][C:36]5[CH:41]=[CH:40][CH:39]=[CH:38][CH:37]=5)[C:28]=4[CH:27]=2)(Br)[C:19]3=[O:53])=[O:16])=CC=1)([O-])=O. (5) Given the product [Br:1][C:2]1[CH:3]=[C:4]2[C:9](=[CH:10][CH:11]=1)[N:8]=[C:7]([Cl:15])[CH:6]=[N:5]2, predict the reactants needed to synthesize it. The reactants are: [Br:1][C:2]1[CH:3]=[C:4]2[C:9](=[CH:10][CH:11]=1)[N:8]=[C:7](O)[CH:6]=[N:5]2.P(Cl)(Cl)([Cl:15])=O.Cl.C([O-])(O)=O.[Na+]. (6) The reactants are: [Cl:1][C:2]1[CH:14]=[C:13]([Cl:15])[CH:12]=[CH:11][C:3]=1[O:4][CH2:5][CH2:6][CH2:7][C:8]([OH:10])=O.C(N(CC)CC)C.C(Cl)(=O)OCC(C)C.[NH2:31][C:32]1[CH:37]=[CH:36][CH:35]=[CH:34][CH:33]=1.Cl. Given the product [Cl:1][C:2]1[CH:14]=[C:13]([Cl:15])[CH:12]=[CH:11][C:3]=1[O:4][CH2:5][CH2:6][CH2:7][C:8]([NH:31][C:32]1[CH:37]=[CH:36][CH:35]=[CH:34][CH:33]=1)=[O:10], predict the reactants needed to synthesize it. (7) Given the product [Br:1][C:2]1[CH:3]=[CH:4][C:5]2[CH:9]([OH:10])[CH2:8][S:7][C:6]=2[CH:11]=1, predict the reactants needed to synthesize it. The reactants are: [Br:1][C:2]1[CH:3]=[CH:4][C:5]2[C:9](=[O:10])[CH2:8][S:7][C:6]=2[CH:11]=1.[BH4-].[Na+].